This data is from Full USPTO retrosynthesis dataset with 1.9M reactions from patents (1976-2016). The task is: Predict the reactants needed to synthesize the given product. (1) Given the product [Br:1][C:2]1[CH:3]=[CH:4][C:5]([NH:11][C:12](=[O:31])[C:13]2[CH:18]=[CH:17][CH:16]=[C:15]([S:19]([N:22]([C:24]3[CH:29]=[CH:28][C:27]([Cl:30])=[CH:26][CH:25]=3)[CH3:23])(=[O:20])=[O:21])[CH:14]=2)=[C:6]([C:7]([NH:54][S:51]([C:48]2[CH:49]=[CH:50][C:45]([CH3:44])=[CH:46][CH:47]=2)(=[O:52])=[O:53])=[O:8])[CH:10]=1, predict the reactants needed to synthesize it. The reactants are: [Br:1][C:2]1[CH:3]=[CH:4][C:5]([NH:11][C:12](=[O:31])[C:13]2[CH:18]=[CH:17][CH:16]=[C:15]([S:19]([N:22]([C:24]3[CH:29]=[CH:28][C:27]([Cl:30])=[CH:26][CH:25]=3)[CH3:23])(=[O:21])=[O:20])[CH:14]=2)=[C:6]([CH:10]=1)[C:7](O)=[O:8].C(N1C=CN=C1)(N1C=CN=C1)=O.[CH3:44][C:45]1[CH:46]=[CH:47][C:48]([S:51]([NH2:54])(=[O:53])=[O:52])=[CH:49][CH:50]=1.C1COCC1. (2) Given the product [CH3:1][O:2][C:3]12[CH2:11][CH:7]3[CH2:8][CH:9]([CH2:10]1)[C:5]([NH2:20])([CH2:6]3)[CH2:4]2, predict the reactants needed to synthesize it. The reactants are: [CH3:1][O:2][C:3]12[CH2:11][CH:7]3[CH2:8][CH:9]([CH2:10]1)[C:5](C(O)=O)([CH2:6]3)[CH2:4]2.OS(O)(=O)=O.[N-:20]=[N+]=[N-].[Na+]. (3) Given the product [C:8]([O:1][CH2:2][CH:3]([CH2:6][OH:7])[CH2:4][OH:5])(=[O:10])[CH3:9], predict the reactants needed to synthesize it. The reactants are: [OH:1][CH2:2][CH:3]([CH2:6][OH:7])[CH2:4][OH:5].[C:8](OC(=O)C)(=[O:10])[CH3:9]. (4) Given the product [Cl:1][C:2]1[CH:7]=[C:6]([O:8][CH2:9][C:10]2[CH:15]=[CH:14][CH:13]=[CH:12][CH:11]=2)[CH:5]=[C:4]([Cl:16])[C:3]=1[O:17][CH2:25][CH2:26][OH:27], predict the reactants needed to synthesize it. The reactants are: [Cl:1][C:2]1[CH:7]=[C:6]([O:8][CH2:9][C:10]2[CH:15]=[CH:14][CH:13]=[CH:12][CH:11]=2)[CH:5]=[C:4]([Cl:16])[C:3]=1[OH:17].C(=O)([O-])[O-].[K+].[K+].Br[CH2:25][CH2:26][OH:27].O. (5) Given the product [CH:11]([C:10]1[Se:25][C:24]([C:21]2[Se:20][C:19]([C:15]3[Se:14][CH:18]=[CH:17][CH:16]=3)=[CH:23][CH:22]=2)=[CH:13][CH:9]=1)=[O:12], predict the reactants needed to synthesize it. The reactants are: [Li+].CC([N-]C(C)C)C.[CH2:9]1[CH2:13][O:12][CH2:11][CH2:10]1.[Se:14]1[CH:18]=[CH:17][CH:16]=[C:15]1[C:19]1[Se:20][C:21]([C:24]2[Se:25]C=CC=2)=[CH:22][CH:23]=1.CN(C=O)C.